Task: Predict the reactants needed to synthesize the given product.. Dataset: Full USPTO retrosynthesis dataset with 1.9M reactions from patents (1976-2016) (1) Given the product [C:1]([C:3]1[CH:36]=[CH:35][C:6]([CH2:7][O:8][C:9]2[CH:32]=[CH:31][C:12]3[C:13]([CH2:16][CH2:17][CH:18]4[CH2:23][CH2:22][N:21]([C:24]([O:26][C:27]([CH3:28])([CH3:29])[CH3:30])=[O:25])[CH2:20][CH2:19]4)=[N:14][O:15][C:11]=3[C:10]=2[CH2:33][O:34][S:38]([CH3:37])(=[O:40])=[O:39])=[CH:5][CH:4]=1)#[N:2], predict the reactants needed to synthesize it. The reactants are: [C:1]([C:3]1[CH:36]=[CH:35][C:6]([CH2:7][O:8][C:9]2[CH:32]=[CH:31][C:12]3[C:13]([CH2:16][CH2:17][CH:18]4[CH2:23][CH2:22][N:21]([C:24]([O:26][C:27]([CH3:30])([CH3:29])[CH3:28])=[O:25])[CH2:20][CH2:19]4)=[N:14][O:15][C:11]=3[C:10]=2[CH2:33][OH:34])=[CH:5][CH:4]=1)#[N:2].[CH3:37][S:38](Cl)(=[O:40])=[O:39].[Cl-].[NH4+].C(=O)(O)[O-].[Na+]. (2) Given the product [F:9][C:10]1[CH:11]=[C:12]([CH:16]=[C:17]([F:19])[CH:18]=1)[C:13]([NH2:1])=[O:14], predict the reactants needed to synthesize it. The reactants are: [N:1]12CCC(CC1)CC2.[F:9][C:10]1[CH:11]=[C:12]([CH:16]=[C:17]([F:19])[CH:18]=1)[C:13](O)=[O:14].C(N(CC)CC)C. (3) Given the product [F:1][C:2]1[CH:26]=[CH:25][C:5]2=[C:6]3[N:17]=[C:16]([S:18][CH:19]([CH2:23][CH2:22][OH:21])[C:20]([NH2:27])=[O:24])[NH:15][C:7]3=[C:8]3[C:13]([C:12](=[O:14])[NH:11][CH:10]=[CH:9]3)=[C:4]2[CH:3]=1, predict the reactants needed to synthesize it. The reactants are: [F:1][C:2]1[CH:26]=[CH:25][C:5]2=[C:6]3[N:17]=[C:16]([S:18][CH:19]4[CH2:23][CH2:22][O:21][C:20]4=[O:24])[NH:15][C:7]3=[C:8]3[C:13]([C:12](=[O:14])[NH:11][CH:10]=[CH:9]3)=[C:4]2[CH:3]=1.[NH3:27]. (4) Given the product [Cl:1][C:2]1[N:3]=[C:4]([N:13]2[CH2:18][CH2:17][O:16][CH2:15][CH2:14]2)[C:5]2[S:10][C:9]([CH2:11][N:23]3[CH2:24][CH2:25][N:20]([CH3:19])[CH2:21][CH2:22]3)=[CH:8][C:6]=2[N:7]=1, predict the reactants needed to synthesize it. The reactants are: [Cl:1][C:2]1[N:3]=[C:4]([N:13]2[CH2:18][CH2:17][O:16][CH2:15][CH2:14]2)[C:5]2[S:10][C:9]([CH:11]=O)=[CH:8][C:6]=2[N:7]=1.[CH3:19][N:20]1[CH2:25][CH2:24][NH:23][CH2:22][CH2:21]1.C(O)(=O)C.C(O[BH-](OC(=O)C)OC(=O)C)(=O)C.[Na+]. (5) Given the product [Cl:1][C:2]1[CH:3]=[CH:4][C:5]([C:8]2([C:11]([N:13]3[CH2:17][CH:31]([OH:28])[C:29]([C:32]4[CH:37]=[CH:36][CH:27]=[CH:25][CH:24]=4)([OH:33])[CH2:30]3)=[O:12])[CH2:9][CH2:10]2)=[CH:6][CH:7]=1, predict the reactants needed to synthesize it. The reactants are: [Cl:1][C:2]1[CH:7]=[CH:6][C:5]([C:8]2([C:11]([N:13]3[CH2:17]C=C(C4C=CC=CC=4)C3)=[O:12])[CH2:10][CH2:9]2)=[CH:4][CH:3]=1.[CH3:24][C:25]([CH3:27])=O.[OH2:28].[C:29]([OH:33])([CH3:32])([CH3:31])[CH3:30].C[N+]1([O-])CCO[CH2:37][CH2:36]1. (6) Given the product [C:10]([C:9]1[C:8]([O:12][CH:13]([CH3:15])[CH3:14])=[C:7]([O:16][CH:17]([CH3:19])[CH3:18])[CH:6]=[C:3]([C:4]#[N:5])[C:2]=1[S:20][C:21]1[CH:22]=[CH:23][C:24]([CH2:27][CH2:28][C:29]([OH:31])=[O:30])=[CH:25][CH:26]=1)#[N:11], predict the reactants needed to synthesize it. The reactants are: Br[C:2]1[C:9]([C:10]#[N:11])=[C:8]([O:12][CH:13]([CH3:15])[CH3:14])[C:7]([O:16][CH:17]([CH3:19])[CH3:18])=[CH:6][C:3]=1[C:4]#[N:5].[SH:20][C:21]1[CH:26]=[CH:25][C:24]([CH2:27][CH2:28][C:29]([OH:31])=[O:30])=[CH:23][CH:22]=1.